This data is from Catalyst prediction with 721,799 reactions and 888 catalyst types from USPTO. The task is: Predict which catalyst facilitates the given reaction. (1) Reactant: [Cl:1][C:2]1[CH:3]=[C:4]([N:18]2[C:23](=[O:24])[NH:22][C:21](=[O:25])[CH:20]=[N:19]2)[CH:5]=[C:6]([Cl:17])[C:7]=1[CH:8]([C:10]1[CH:15]=[CH:14][C:13]([Cl:16])=[CH:12][CH:11]=1)O.[C:26]1([C:32]2[O:36][C:35](=[S:37])[NH:34][N:33]=2)[CH:31]=[CH:30][CH:29]=[CH:28][CH:27]=1. Product: [Cl:1][C:2]1[CH:3]=[C:4]([N:18]2[C:23](=[O:24])[NH:22][C:21](=[O:25])[CH:20]=[N:19]2)[CH:5]=[C:6]([Cl:17])[C:7]=1[CH:8]([C:10]1[CH:15]=[CH:14][C:13]([Cl:16])=[CH:12][CH:11]=1)[S:37][C:35]1[O:36][C:32]([C:26]2[CH:31]=[CH:30][CH:29]=[CH:28][CH:27]=2)=[N:33][N:34]=1. The catalyst class is: 501. (2) Reactant: C(O[C:5](=[O:7])[CH3:6])(=O)C.[CH3:8][C:9]1[CH:10]=[C:11]([CH:13]=[C:14]([CH3:16])[CH:15]=1)[NH2:12].NC1C=CC=CC=1.[OH-].[Na+]. Product: [CH3:8][C:9]1[CH:10]=[C:11]([NH:12][C:5](=[O:7])[CH3:6])[CH:13]=[C:14]([CH3:16])[CH:15]=1. The catalyst class is: 1. (3) Reactant: [Cl:1][C:2]1[CH:18]=[CH:17][C:16]([C:19]([F:22])([F:21])[F:20])=[CH:15][C:3]=1[C:4]([NH:6][C@H:7]1[CH2:12][CH2:11][C@H:10]([CH:13]=O)[CH2:9][CH2:8]1)=[O:5].[F:23][C:24]1[CH:25]=[C:26]([CH:28]=[CH:29][CH:30]=1)[NH2:27].C(O[BH-](OC(=O)C)OC(=O)C)(=O)C.[Na+].[OH-].[Na+]. Product: [Cl:1][C:2]1[CH:18]=[CH:17][C:16]([C:19]([F:22])([F:21])[F:20])=[CH:15][C:3]=1[C:4]([NH:6][C@H:7]1[CH2:12][CH2:11][C@H:10]([CH2:13][NH:27][C:26]2[CH:28]=[CH:29][CH:30]=[C:24]([F:23])[CH:25]=2)[CH2:9][CH2:8]1)=[O:5]. The catalyst class is: 2. (4) Reactant: [N+:1]([C:4]1[CH:11]=[C:10]([O:12]CC2C=CC=CC=2)[C:9]([O:20][CH3:21])=[CH:8][C:5]=1[C:6]#[N:7])([O-:3])=[O:2]. Product: [N+:1]([C:4]1[CH:11]=[C:10]([OH:12])[C:9]([O:20][CH3:21])=[CH:8][C:5]=1[C:6]#[N:7])([O-:3])=[O:2]. The catalyst class is: 55. (5) Reactant: Cl[C:2]1[C:7]([C:8]#[N:9])=[CH:6][N:5]=[CH:4][C:3]=1[C:10]1[CH:15]=[CH:14][C:13]([O:16][CH3:17])=[C:12]([O:18][CH3:19])[CH:11]=1.[NH2:20][C:21]1[CH:22]=[C:23]([OH:27])[CH:24]=[CH:25][CH:26]=1. Product: [CH3:19][O:18][C:12]1[CH:11]=[C:10]([C:3]2[CH:4]=[N:5][CH:6]=[C:7]([C:2]=2[NH:20][C:21]2[CH:26]=[CH:25][CH:24]=[C:23]([OH:27])[CH:22]=2)[C:8]#[N:9])[CH:15]=[CH:14][C:13]=1[O:16][CH3:17]. The catalyst class is: 8. (6) Reactant: [C:1](Cl)(=[O:8])[C:2]1[CH:7]=[CH:6][CH:5]=[CH:4][CH:3]=1.N1C=CC=CC=1.[CH2:16]([N:18]([CH2:28][CH3:29])[C:19](=[O:27])[O:20][CH:21]([CH2:23][CH:24]([OH:26])[CH3:25])[CH3:22])[CH3:17]. Product: [C:1]([O:26][CH:24]([CH2:23][CH:21]([O:20][C:19](=[O:27])[N:18]([CH2:16][CH3:17])[CH2:28][CH3:29])[CH3:22])[CH3:25])(=[O:8])[C:2]1[CH:7]=[CH:6][CH:5]=[CH:4][CH:3]=1. The catalyst class is: 1. (7) Reactant: [NH2:1][C:2]1[N:3]=[C:4]2[CH:9]=[CH:8][C:7]([O:10][C:11]3[CH:12]=[C:13]([NH:17][C:18](=[O:29])[C:19]4[CH:24]=[CH:23][CH:22]=[C:21]([C:25]([F:28])([F:27])[F:26])[CH:20]=4)[CH:14]=[CH:15][CH:16]=3)=[N:6][N:5]2[CH:30]=1.[C:31](Cl)(=[O:35])[O:32][CH2:33][CH3:34].C(N(CC)CC)C. Product: [F:26][C:25]([F:28])([F:27])[C:21]1[CH:20]=[C:19]([CH:24]=[CH:23][CH:22]=1)[C:18]([NH:17][C:13]1[CH:12]=[C:11]([CH:16]=[CH:15][CH:14]=1)[O:10][C:7]1[CH:8]=[CH:9][C:4]2[N:5]([CH:30]=[C:2]([NH:1][C:31](=[O:35])[O:32][CH2:33][CH3:34])[N:3]=2)[N:6]=1)=[O:29]. The catalyst class is: 7.